Predict the reaction yield, written as a fraction of the theoretical maximum amount of product (1.0 means a 100% yield; for example, 0.34 means a 34% yield). From a dataset of Reaction yield outcomes from USPTO patents with 853,638 reactions. The reactants are [CH3:1][C:2]1[CH:3]=[CH:4][C:5]2[N:9]=[N:8][NH:7][C:6]=2[CH:10]=1.[Cl:11][CH2:12][CH2:13][CH2:14]Br. The catalyst is [OH-].[Na+].[Br-].C([N+](CCCC)(CCCC)CCCC)CCC. The product is [Cl:11][CH2:12][CH2:13][CH2:14][N:7]1[C:6]2[CH:10]=[C:2]([CH3:1])[CH:3]=[CH:4][C:5]=2[N:9]=[N:8]1. The yield is 0.343.